Predict the reactants needed to synthesize the given product. From a dataset of Full USPTO retrosynthesis dataset with 1.9M reactions from patents (1976-2016). (1) Given the product [CH:20]([C:5]1[CH:6]=[CH:7][CH:8]=[C:3]([CH2:1][CH3:2])[C:4]=1/[CH:11]=[N:12]/[CH:13]([CH:14]([CH3:15])[CH3:16])[CH:17]([CH3:19])[CH3:18])([CH2:22][CH3:23])[CH3:21], predict the reactants needed to synthesize it. The reactants are: [CH2:1]([C:3]1[CH:8]=[CH:7][CH:6]=[C:5](OC)[C:4]=1/[CH:11]=[N:12]/[CH:13]([CH:17]([CH3:19])[CH3:18])[CH:14]([CH3:16])[CH3:15])[CH3:2].[CH:20]([Li])([CH2:22][CH3:23])[CH3:21]. (2) Given the product [NH2:1][C:2]1[CH:10]=[CH:9][C:5]([C:6]([NH:21][CH2:20][CH2:19][CH:18]([C:15]2[CH:14]=[CH:13][C:12]([F:11])=[CH:17][CH:16]=2)[C:22]2[CH:23]=[CH:24][C:25]([F:28])=[CH:26][CH:27]=2)=[O:8])=[CH:4][N:3]=1, predict the reactants needed to synthesize it. The reactants are: [NH2:1][C:2]1[CH:10]=[CH:9][C:5]([C:6]([OH:8])=O)=[CH:4][N:3]=1.[F:11][C:12]1[CH:17]=[CH:16][C:15]([CH:18]([C:22]2[CH:27]=[CH:26][C:25]([F:28])=[CH:24][CH:23]=2)[CH2:19][CH2:20][NH2:21])=[CH:14][CH:13]=1. (3) Given the product [ClH:24].[CH2:17]([O:16][C:14]([C@@H:13]1[CH2:12][C@@H:11]2[C@@H:9]([CH2:10]2)[NH:8]1)=[O:15])[C:18]1[CH:19]=[CH:20][CH:21]=[CH:22][CH:23]=1, predict the reactants needed to synthesize it. The reactants are: C(OC([N:8]1[C@H:13]([C:14]([O:16][CH2:17][C:18]2[CH:23]=[CH:22][CH:21]=[CH:20][CH:19]=2)=[O:15])[CH2:12][C@@H:11]2[C@H:9]1[CH2:10]2)=O)(C)(C)C.[ClH:24]. (4) Given the product [C:1]12([CH2:11][O:12][C:13]3[C:18]([CH:19]4[CH2:21][CH2:20]4)=[CH:17][N:16]4[C:22]([Br:25])=[N:23][N:24]=[C:15]4[CH:14]=3)[CH2:8][CH:7]3[CH2:9][CH:3]([CH2:4][CH:5]([CH2:6]3)[CH2:10]1)[CH2:2]2, predict the reactants needed to synthesize it. The reactants are: [C:1]12([CH2:11][O:12][C:13]3[C:18]([CH:19]4[CH2:21][CH2:20]4)=[CH:17][N:16]4[CH:22]=[N:23][N:24]=[C:15]4[CH:14]=3)[CH2:10][CH:5]3[CH2:6][CH:7]([CH2:9][CH:3]([CH2:4]3)[CH2:2]1)[CH2:8]2.[Br:25]N1C(=O)CCC1=O.